From a dataset of Reaction yield outcomes from USPTO patents with 853,638 reactions. Predict the reaction yield, written as a fraction of the theoretical maximum amount of product (1.0 means a 100% yield; for example, 0.34 means a 34% yield). The reactants are Br[CH2:2][C:3]1[S:20][C:6]2[N:7]=[CH:8][N:9]=[C:10]([NH:11][CH2:12][CH2:13][C:14]3[CH:19]=[CH:18][CH:17]=[CH:16][CH:15]=3)[C:5]=2[CH:4]=1.[CH3:21][O-:22].[Na+].O. The catalyst is CO. The product is [CH3:21][O:22][CH2:2][C:3]1[S:20][C:6]2[N:7]=[CH:8][N:9]=[C:10]([NH:11][CH2:12][CH2:13][C:14]3[CH:19]=[CH:18][CH:17]=[CH:16][CH:15]=3)[C:5]=2[CH:4]=1. The yield is 0.230.